Dataset: Peptide-MHC class I binding affinity with 185,985 pairs from IEDB/IMGT. Task: Regression. Given a peptide amino acid sequence and an MHC pseudo amino acid sequence, predict their binding affinity value. This is MHC class I binding data. The peptide sequence is LGRPDAEYW. The MHC is H-2-Dd with pseudo-sequence H-2-Dd. The binding affinity (normalized) is 0.521.